This data is from Full USPTO retrosynthesis dataset with 1.9M reactions from patents (1976-2016). The task is: Predict the reactants needed to synthesize the given product. (1) Given the product [CH3:12][N:13]1[C:22]2[C:17](=[CH:18][C:19]([C:2]3[CH:3]=[C:4]([CH2:8][C:9]([OH:11])=[O:10])[CH:5]=[N:6][CH:7]=3)=[CH:20][CH:21]=2)[CH2:16][CH2:15][C:14]1=[O:32], predict the reactants needed to synthesize it. The reactants are: Br[C:2]1[CH:3]=[C:4]([CH2:8][C:9]([OH:11])=[O:10])[CH:5]=[N:6][CH:7]=1.[CH3:12][N:13]1[C:22]2[C:17](=[CH:18][C:19](B3OC(C)(C)C(C)(C)O3)=[CH:20][CH:21]=2)[CH2:16][CH2:15][C:14]1=[O:32].C([O-])([O-])=O.[Na+].[Na+]. (2) Given the product [F:1][C:2]1[CH:7]=[C:6]([C:13]2[N:12]([CH3:11])[CH:16]=[CH:15][N:14]=2)[CH:5]=[CH:4][C:3]=1[O:9][CH3:10], predict the reactants needed to synthesize it. The reactants are: [F:1][C:2]1[CH:7]=[C:6](Br)[CH:5]=[CH:4][C:3]=1[O:9][CH3:10].[CH3:11][N:12]1[CH:16]=[CH:15][N:14]=[CH:13]1. (3) Given the product [NH2:15][C:14]1[CH:13]=[CH:12][C:5]([CH2:6][CH:7]([CH2:8][OH:9])[CH2:10][OH:11])=[CH:4][C:3]=1[O:2][CH3:1], predict the reactants needed to synthesize it. The reactants are: [CH3:1][O:2][C:3]1[CH:4]=[C:5]([CH:12]=[CH:13][C:14]=1[N+:15]([O-])=O)[CH2:6][CH:7]([CH2:10][OH:11])[CH2:8][OH:9]. (4) Given the product [CH2:36]([N:24]1[CH:25]=[C:26]([C:28]2[CH:33]=[C:32]([F:34])[CH:31]=[CH:30][C:29]=2[F:35])[N:27]=[C:23]1[C@@H:16]([CH:17]1[CH2:22][CH2:21][O:20][CH2:19][CH2:18]1)[N:8]([CH2:9][C@H:10]1[C@@H:14]([F:15])[CH2:13][NH:12][CH2:11]1)[C:6](=[O:7])[C@@H:5]([OH:4])[CH3:43])[C:37]1[CH:38]=[CH:39][CH:40]=[CH:41][CH:42]=1, predict the reactants needed to synthesize it. The reactants are: C([O:4][C@@H:5]([CH3:43])[C:6]([N:8]([C@@H:16]([C:23]1[N:24]([CH2:36][C:37]2[CH:42]=[CH:41][CH:40]=[CH:39][CH:38]=2)[CH:25]=[C:26]([C:28]2[CH:33]=[C:32]([F:34])[CH:31]=[CH:30][C:29]=2[F:35])[N:27]=1)[CH:17]1[CH2:22][CH2:21][O:20][CH2:19][CH2:18]1)[CH2:9][C@H:10]1[C@@H:14]([F:15])[CH2:13][NH:12][CH2:11]1)=[O:7])(=O)C.C([O-])([O-])=O.[K+].[K+]. (5) Given the product [C:4]([C:3]1[C:2]([F:1])=[C:9]([CH:10]([OH:11])[CH2:12][N:21]2[CH2:20][CH2:19][N:18]([C:22]([O:24][C:25]([CH3:26])([CH3:27])[CH3:28])=[O:23])[CH2:17][C@@H:16]2[CH2:15][OH:14])[CH:8]=[CH:7][C:6]=1[F:13])#[N:5], predict the reactants needed to synthesize it. The reactants are: [F:1][C:2]1[C:9]([CH:10]2[CH2:12][O:11]2)=[CH:8][CH:7]=[C:6]([F:13])[C:3]=1[C:4]#[N:5].[OH:14][CH2:15][C@@H:16]1[NH:21][CH2:20][CH2:19][N:18]([C:22]([O:24][C:25]([CH3:28])([CH3:27])[CH3:26])=[O:23])[CH2:17]1. (6) Given the product [CH3:29][O:30][C:31]1[CH:36]=[CH:35][C:34]([O:1][C@H:2]([C:23]2[CH:24]=[CH:25][CH:26]=[CH:27][CH:28]=2)[CH2:3][CH2:4][N:5]2[CH2:10][CH2:9][CH:8]([C:11]3[CH:12]=[C:13]([NH:17][C:18](=[O:22])[CH:19]([CH3:21])[CH3:20])[CH:14]=[CH:15][CH:16]=3)[CH2:7][CH2:6]2)=[CH:33][CH:32]=1, predict the reactants needed to synthesize it. The reactants are: [OH:1][C@@H:2]([C:23]1[CH:28]=[CH:27][CH:26]=[CH:25][CH:24]=1)[CH2:3][CH2:4][N:5]1[CH2:10][CH2:9][CH:8]([C:11]2[CH:12]=[C:13]([NH:17][C:18](=[O:22])[CH:19]([CH3:21])[CH3:20])[CH:14]=[CH:15][CH:16]=2)[CH2:7][CH2:6]1.[CH3:29][O:30][C:31]1[CH:36]=[CH:35][C:34](O)=[CH:33][CH:32]=1.C1(P(C2C=CC=CC=2)C2C=CC=CC=2)C=CC=CC=1.N(C(OCC)=O)=NC(OCC)=O.N. (7) Given the product [Br:1][C:2]1[CH:7]=[CH:6][C:5]([C:8]([CH3:11])([CH3:12])[CH:9]([OH:10])[C:16]([F:19])([F:18])[F:17])=[C:4]([F:13])[CH:3]=1, predict the reactants needed to synthesize it. The reactants are: [Br:1][C:2]1[CH:7]=[CH:6][C:5]([C:8]([CH3:12])([CH3:11])[CH:9]=[O:10])=[C:4]([F:13])[CH:3]=1.C[Si](C)(C)[C:16]([F:19])([F:18])[F:17].CCCC[N+](CCCC)(CCCC)CCCC.[F-].Cl.